Dataset: Full USPTO retrosynthesis dataset with 1.9M reactions from patents (1976-2016). Task: Predict the reactants needed to synthesize the given product. (1) Given the product [CH3:9][O:8][C:6](=[O:7])[C:5]1[CH:10]=[CH:11][C:2]([NH:1][C:19]([C:18]2[S:17][C:16]3[CH:22]=[CH:23][CH:24]=[CH:25][C:15]=3[C:14]=2[Cl:13])=[O:20])=[C:3]([OH:12])[CH:4]=1, predict the reactants needed to synthesize it. The reactants are: [NH2:1][C:2]1[CH:11]=[CH:10][C:5]([C:6]([O:8][CH3:9])=[O:7])=[CH:4][C:3]=1[OH:12].[Cl:13][C:14]1[C:15]2[CH:25]=[CH:24][CH:23]=[CH:22][C:16]=2[S:17][C:18]=1[C:19](Cl)=[O:20]. (2) The reactants are: [NH2:1][C:2]1[N:7]=[C:6]([N:8]2[CH2:22][CH2:21][C:11]3([CH2:15][NH:14][C@H:13]([C:16]([O:18]CC)=[O:17])[CH2:12]3)[CH2:10][CH2:9]2)[CH:5]=[C:4]([O:23][C@H:24]([C:29]2[CH:34]=[CH:33][C:32]([CH:35]3[CH2:40][CH2:39][N:38]([S:41]([CH3:44])(=[O:43])=[O:42])[CH2:37][CH2:36]3)=[CH:31][C:30]=2[N:45]2[CH:49]=[CH:48][C:47]([CH3:50])=[N:46]2)[C:25]([F:28])([F:27])[F:26])[N:3]=1.[Li+].[OH-]. Given the product [NH2:1][C:2]1[N:7]=[C:6]([N:8]2[CH2:9][CH2:10][C:11]3([CH2:15][NH:14][C@H:13]([C:16]([OH:18])=[O:17])[CH2:12]3)[CH2:21][CH2:22]2)[CH:5]=[C:4]([O:23][C@H:24]([C:29]2[CH:34]=[CH:33][C:32]([CH:35]3[CH2:40][CH2:39][N:38]([S:41]([CH3:44])(=[O:43])=[O:42])[CH2:37][CH2:36]3)=[CH:31][C:30]=2[N:45]2[CH:49]=[CH:48][C:47]([CH3:50])=[N:46]2)[C:25]([F:27])([F:28])[F:26])[N:3]=1, predict the reactants needed to synthesize it. (3) Given the product [CH:35]([N:4]([CH:1]([CH3:3])[CH3:2])[C:5]([NH:7][C:8]1[C:9]([C:19]2[NH:23][C:22]3[CH:24]=[C:25]([N:28]4[CH2:33][CH2:32][N:31]([CH3:34])[CH2:30][CH2:29]4)[CH:26]=[CH:27][C:21]=3[N:20]=2)=[N:10][NH:11][CH:12]=1)=[O:6])([CH3:37])[CH3:36], predict the reactants needed to synthesize it. The reactants are: [CH:1]([N:4]([CH:35]([CH3:37])[CH3:36])[C:5]([NH:7][C:8]1[C:9]([C:19]2[NH:23][C:22]3[CH:24]=[C:25]([N:28]4[CH2:33][CH2:32][N:31]([CH3:34])[CH2:30][CH2:29]4)[CH:26]=[CH:27][C:21]=3[N:20]=2)=[N:10][N:11](C2CCCCO2)[CH:12]=1)=[O:6])([CH3:3])[CH3:2].Cl. (4) Given the product [C:2]1([C:16]2[CH:21]=[CH:20][CH:19]=[CH:18][CH:17]=2)[CH:11]=[CH:10][CH:9]=[C:4]([C:5]([O:7][CH3:8])=[O:6])[C:3]=1[C:12]([O:14][CH3:15])=[O:13], predict the reactants needed to synthesize it. The reactants are: I[C:2]1[CH:11]=[CH:10][CH:9]=[C:4]([C:5]([O:7][CH3:8])=[O:6])[C:3]=1[C:12]([O:14][CH3:15])=[O:13].[C:16]1(B(O)O)[CH:21]=[CH:20][CH:19]=[CH:18][CH:17]=1.C([O-])([O-])=O.[K+].[K+].C(Cl)Cl. (5) Given the product [C:1]([O:9][CH:10]([C@@H:13]1[CH2:17][C@@H:16]([O:18][C:32]([O:33][C:34]2[CH:39]=[CH:38][CH:37]=[CH:36][CH:35]=2)=[S:40])[C@H:15]([N:19]2[C:23]3[N:24]=[C:25]([NH2:29])[NH:26][C:27](=[O:28])[C:22]=3[S:21][C:20]2=[O:30])[O:14]1)[CH2:11][CH3:12])(=[O:8])[C:2]1[CH:7]=[CH:6][CH:5]=[CH:4][CH:3]=1, predict the reactants needed to synthesize it. The reactants are: [C:1]([O:9][CH:10]([C@@H:13]1[CH2:17][C@@H:16]([OH:18])[C@H:15]([N:19]2[C:23]3[N:24]=[C:25]([NH2:29])[NH:26][C:27](=[O:28])[C:22]=3[S:21][C:20]2=[O:30])[O:14]1)[CH2:11][CH3:12])(=[O:8])[C:2]1[CH:7]=[CH:6][CH:5]=[CH:4][CH:3]=1.Cl[C:32](=[S:40])[O:33][C:34]1[CH:39]=[CH:38][CH:37]=[CH:36][CH:35]=1. (6) Given the product [CH:33]1([N:19]2[CH:20]=[C:16]([C:14]([NH:13][CH2:12][CH2:11][NH:10][C:8](=[O:9])[C:7]3[CH:6]=[CH:5][C:4]([O:3][CH2:1][CH3:2])=[CH:26][CH:25]=3)=[O:15])[C:17]([C:21]([F:22])([F:23])[F:24])=[N:18]2)[CH2:37][CH2:36][CH2:35][CH2:34]1, predict the reactants needed to synthesize it. The reactants are: [CH2:1]([O:3][C:4]1[CH:26]=[CH:25][C:7]([C:8]([NH:10][CH2:11][CH2:12][NH:13][C:14]([C:16]2[C:17]([C:21]([F:24])([F:23])[F:22])=[N:18][NH:19][CH:20]=2)=[O:15])=[O:9])=[CH:6][CH:5]=1)[CH3:2].C(=O)(O)[O-].[Na+].Br[CH:33]1[CH2:37][CH2:36][CH2:35][CH2:34]1. (7) Given the product [CH2:17]([O:20][C:21]([C:8]1[CH:9]=[CH:4][O:3][C:7]=1[CH:10]([CH3:11])[CH3:15])=[O:1])[CH3:18], predict the reactants needed to synthesize it. The reactants are: [OH-:1].[Na+].[OH:3][C:4]1[CH:9]=[CH:8][C:7]([C:10]2[CH:15]=CC=C[CH:11]=2)=CC=1.Cl[CH:17]([O:20][CH2:21]C)[CH2:18]Cl. (8) Given the product [F:1][C:2]1[CH:7]=[C:6]([C:8](=[N:36][OH:37])[CH2:9][CH:10]([C:18]2[CH:23]=[CH:22][C:21]([C:24]3[CH:25]=[CH:26][C:27]([C:30]([OH:32])=[O:31])=[CH:28][CH:29]=3)=[CH:20][CH:19]=2)[C:11]2[CH:16]=[CH:15][CH:14]=[CH:13][C:12]=2[CH3:17])[C:5]([CH3:34])=[CH:4][N:3]=1, predict the reactants needed to synthesize it. The reactants are: [F:1][C:2]1[CH:7]=[C:6]([C:8](=O)[CH2:9][CH:10]([C:18]2[CH:23]=[CH:22][C:21]([C:24]3[CH:29]=[CH:28][C:27]([C:30]([OH:32])=[O:31])=[CH:26][CH:25]=3)=[CH:20][CH:19]=2)[C:11]2[CH:16]=[CH:15][CH:14]=[CH:13][C:12]=2[CH3:17])[C:5]([CH3:34])=[CH:4][N:3]=1.Cl.[NH2:36][OH:37].C([O-])(O)=O.[Na+]. (9) Given the product [NH2:1][C:2]([NH:4][C:5]1[C:6]([C:24]([NH2:26])=[O:25])=[N:7][N:8]([C:10]2[CH:15]=[CH:14][C:13]([C:16]3[CH:21]=[CH:20][CH:19]=[CH:18][C:17]=3[O:22][CH3:27])=[C:12]([F:23])[CH:11]=2)[CH:9]=1)=[O:3], predict the reactants needed to synthesize it. The reactants are: [NH2:1][C:2]([NH:4][C:5]1[C:6]([C:24]([NH2:26])=[O:25])=[N:7][N:8]([C:10]2[CH:15]=[CH:14][C:13]([C:16]3[CH:21]=[CH:20][CH:19]=[CH:18][C:17]=3[OH:22])=[C:12]([F:23])[CH:11]=2)[CH:9]=1)=[O:3].[C:27]([O-])([O-])=O.[K+].[K+].CN(C=O)C.CI.